This data is from Reaction yield outcomes from USPTO patents with 853,638 reactions. The task is: Predict the reaction yield, written as a fraction of the theoretical maximum amount of product (1.0 means a 100% yield; for example, 0.34 means a 34% yield). (1) The reactants are [C:1]([C:3]1[O:7][C:6](Br)=[CH:5][CH:4]=1)#[N:2].[NH:9]1[C:17]2[C:12](=[CH:13][CH:14]=[CH:15][CH:16]=2)[C:11]2([CH:21](B(O)O)CC[CH2:18]2)[C:10]1=[O:25].C(=O)([O-])[O-].[Na+].[Na+].[OH-].[Na+]. The catalyst is COCCOC.O.C1C=CC([P]([Pd]([P](C2C=CC=CC=2)(C2C=CC=CC=2)C2C=CC=CC=2)([P](C2C=CC=CC=2)(C2C=CC=CC=2)C2C=CC=CC=2)[P](C2C=CC=CC=2)(C2C=CC=CC=2)C2C=CC=CC=2)(C2C=CC=CC=2)C2C=CC=CC=2)=CC=1. The product is [CH3:18][C:11]1([CH3:21])[C:12]2[C:17](=[CH:16][CH:15]=[C:14]([C:6]3[O:7][C:3]([C:1]#[N:2])=[CH:4][CH:5]=3)[CH:13]=2)[NH:9][C:10]1=[O:25]. The yield is 0.490. (2) The reactants are [O:1]1[CH2:6][CH2:5][N:4]([C:7]2[N:12]=[C:11]([N:13]3[CH2:18][CH2:17][O:16][CH2:15][CH2:14]3)[N:10]=[C:9]([C:19]3[CH:24]=[CH:23][C:22]([NH:25][C:26](=[O:37])[NH:27][C:28]4[CH:36]=[CH:35][C:31]([C:32](O)=[O:33])=[CH:30][CH:29]=4)=[CH:21][CH:20]=3)[N:8]=2)[CH2:3][CH2:2]1.CCN(C(C)C)C(C)C.CN(C(ON1N=NC2C=CC=CC1=2)=[N+](C)C)C.F[P-](F)(F)(F)(F)F.[N:71]1([CH:77]2[CH2:82][CH2:81][NH:80][CH2:79][CH2:78]2)[CH2:76][CH2:75][CH2:74][CH2:73][CH2:72]1. The catalyst is CN1C(=O)CCC1. The product is [N:71]1([CH:77]2[CH2:82][CH2:81][N:80]([C:32]([C:31]3[CH:30]=[CH:29][C:28]([NH:27][C:26]([NH:25][C:22]4[CH:21]=[CH:20][C:19]([C:9]5[N:10]=[C:11]([N:13]6[CH2:14][CH2:15][O:16][CH2:17][CH2:18]6)[N:12]=[C:7]([N:4]6[CH2:3][CH2:2][O:1][CH2:6][CH2:5]6)[N:8]=5)=[CH:24][CH:23]=4)=[O:37])=[CH:36][CH:35]=3)=[O:33])[CH2:79][CH2:78]2)[CH2:76][CH2:75][CH2:74][CH2:73][CH2:72]1. The yield is 0.600.